This data is from Forward reaction prediction with 1.9M reactions from USPTO patents (1976-2016). The task is: Predict the product of the given reaction. Given the reactants [CH3:1][N:2]1[C:10]2[C:5](=[CH:6][CH:7]=[C:8]([CH3:11])[CH:9]=2)[CH:4]=[C:3]1[C:12]1[CH:13]=[C:14]([N:18]2C(=O)C3C(=CC=CC=3)C2=O)[CH:15]=[N:16][CH:17]=1.NN, predict the reaction product. The product is: [CH3:1][N:2]1[C:10]2[C:5](=[CH:6][CH:7]=[C:8]([CH3:11])[CH:9]=2)[CH:4]=[C:3]1[C:12]1[CH:13]=[C:14]([NH2:18])[CH:15]=[N:16][CH:17]=1.